Predict which catalyst facilitates the given reaction. From a dataset of Catalyst prediction with 721,799 reactions and 888 catalyst types from USPTO. (1) Reactant: [Cl:1][C:2]1[C:7]([NH:8][C:9](=[O:18])[C:10]2[CH:15]=[CH:14][C:13]([F:16])=[CH:12][C:11]=2[F:17])=[CH:6][C:5](B2OC(C)(C)C(C)(C)O2)=[CH:4][N:3]=1.Cl[C:29]1[CH:30]=[CH:31][C:32]2[N:33]=[CH:34][N:35]=[C:36]([O:39][CH:40]3[CH2:45][CH2:44][O:43][CH2:42][CH2:41]3)[C:37]=2[N:38]=1.C(=O)(O)[O-].[Na+]. Product: [Cl:1][C:2]1[C:7]([NH:8][C:9](=[O:18])[C:10]2[CH:15]=[CH:14][C:13]([F:16])=[CH:12][C:11]=2[F:17])=[CH:6][C:5]([C:29]2[CH:30]=[CH:31][C:32]3[N:33]=[CH:34][N:35]=[C:36]([O:39][CH:40]4[CH2:45][CH2:44][O:43][CH2:42][CH2:41]4)[C:37]=3[N:38]=2)=[CH:4][N:3]=1. The catalyst class is: 368. (2) Reactant: [OH:1][C:2]1[C:3]([C:29]2[CH:34]=[CH:33][C:32]([O:35][CH3:36])=[CH:31][CH:30]=2)=[C:4]2[C:9](=[CH:10][CH:11]=1)[CH:8]=[C:7]([CH2:12][NH:13][C:14]([C:16]1[C:20]3[CH:21]=[CH:22][CH:23]=[CH:24][C:19]=3[O:18][C:17]=1[CH2:25][CH2:26][CH2:27][CH3:28])=[O:15])[CH:6]=[CH:5]2.Br[CH2:38][C:39]#[N:40].C(=O)([O-])[O-].[K+].[K+]. Product: [C:39]([CH2:38][O:1][C:2]1[C:3]([C:29]2[CH:34]=[CH:33][C:32]([O:35][CH3:36])=[CH:31][CH:30]=2)=[C:4]2[C:9](=[CH:10][CH:11]=1)[CH:8]=[C:7]([CH2:12][NH:13][C:14]([C:16]1[C:20]3[CH:21]=[CH:22][CH:23]=[CH:24][C:19]=3[O:18][C:17]=1[CH2:25][CH2:26][CH2:27][CH3:28])=[O:15])[CH:6]=[CH:5]2)#[N:40]. The catalyst class is: 39. (3) Reactant: [CH2:1]([O:8][C:9]([N:11]1[CH:15]([C:16](O)=[O:17])[CH2:14][S:13][C@@H:12]1[C:19]1[CH:24]=[CH:23][CH:22]=[C:21]([CH2:25][N:26]2[CH2:31][CH2:30][O:29][CH2:28][CH2:27]2)[CH:20]=1)=[O:10])[C:2]1[CH:7]=[CH:6][CH:5]=[CH:4][CH:3]=1.CCN(C(C)C)C(C)C.CN(C(ON1N=NC2C=CC=NC1=2)=[N+](C)C)C.F[P-](F)(F)(F)(F)F.[NH2:65][C:66]1[S:67][CH:68]=[C:69]([C:71]2[CH:82]=[CH:81][C:74]([C:75]([NH:77][CH:78]3[CH2:80][CH2:79]3)=[O:76])=[CH:73][CH:72]=2)[N:70]=1. Product: [CH2:1]([O:8][C:9]([N:11]1[CH:15]([C:16](=[O:17])[NH:65][C:66]2[S:67][CH:68]=[C:69]([C:71]3[CH:72]=[CH:73][C:74]([C:75](=[O:76])[NH:77][CH:78]4[CH2:80][CH2:79]4)=[CH:81][CH:82]=3)[N:70]=2)[CH2:14][S:13][CH:12]1[C:19]1[CH:24]=[CH:23][CH:22]=[C:21]([CH2:25][N:26]2[CH2:31][CH2:30][O:29][CH2:28][CH2:27]2)[CH:20]=1)=[O:10])[C:2]1[CH:7]=[CH:6][CH:5]=[CH:4][CH:3]=1. The catalyst class is: 3.